From a dataset of Catalyst prediction with 721,799 reactions and 888 catalyst types from USPTO. Predict which catalyst facilitates the given reaction. (1) Reactant: [CH2:1](O)[CH2:2][CH2:3][CH2:4][CH2:5][CH2:6][CH2:7][CH2:8][CH2:9][CH2:10][CH2:11][CH2:12][CH3:13].C1(P(C2C=CC=CC=2)C2C=CC=CC=2)C=CC=CC=1.N1C=CN=C1.[I:39]I. Product: [I:39][CH2:1][CH2:2][CH2:3][CH2:4][CH2:5][CH2:6][CH2:7][CH2:8][CH2:9][CH2:10][CH2:11][CH2:12][CH3:13]. The catalyst class is: 4. (2) Reactant: [C:1]([O:5][C:6](=[O:47])[C@@H:7]([NH:14][C:15]([C:17]1[CH:22]=[CH:21][C:20]([C:23]2[CH:28]=[CH:27][CH:26]=[C:25]([NH:29]C(OCC3C4C=CC=CC=4C4C3=CC=CC=4)=O)[CH:24]=2)=[CH:19][CH:18]=1)=[O:16])[CH2:8][O:9][C:10]([CH3:13])([CH3:12])[CH3:11])([CH3:4])([CH3:3])[CH3:2].NCCN(CCN)CCN. Product: [C:1]([O:5][C:6](=[O:47])[C@@H:7]([NH:14][C:15]([C:17]1[CH:18]=[CH:19][C:20]([C:23]2[CH:28]=[CH:27][CH:26]=[C:25]([NH2:29])[CH:24]=2)=[CH:21][CH:22]=1)=[O:16])[CH2:8][O:9][C:10]([CH3:13])([CH3:12])[CH3:11])([CH3:2])([CH3:3])[CH3:4]. The catalyst class is: 448. (3) Reactant: Br[C:2]1[CH:7]=[CH:6][C:5]([C:8]([C:11]2[CH:16]=[CH:15][CH:14]=[CH:13][CH:12]=2)=[N:9][OH:10])=[CH:4][CH:3]=1.[B:17]1([B:17]2[O:21][C:20]([CH3:23])([CH3:22])[C:19]([CH3:25])([CH3:24])[O:18]2)[O:21][C:20]([CH3:23])([CH3:22])[C:19]([CH3:25])([CH3:24])[O:18]1.ClCCl.C([O-])(=O)C.[K+]. Product: [C:11]1([C:8]([C:5]2[CH:6]=[CH:7][C:2]([B:17]3[O:21][C:20]([CH3:23])([CH3:22])[C:19]([CH3:25])([CH3:24])[O:18]3)=[CH:3][CH:4]=2)=[N:9][OH:10])[CH:16]=[CH:15][CH:14]=[CH:13][CH:12]=1. The catalyst class is: 9. (4) Reactant: C([Si](CC)(CC)[O:4][CH:5]=[C:6]1[CH2:11][CH2:10][CH:9]([C:12]([CH3:14])=[CH2:13])[CH2:8][CH2:7]1)C.[F-].C([N+](CCCC)(CCCC)CCCC)CCC. Product: [CH3:14][C:12]([CH:9]1[CH2:10][CH2:11][CH:6]([CH:5]=[O:4])[CH2:7][CH2:8]1)=[CH2:13]. The catalyst class is: 7. (5) Reactant: [C:1]1([OH:11])[C:10]2[C:5](=[CH:6][CH:7]=[CH:8][CH:9]=2)[CH:4]=[CH:3][CH:2]=1.[OH-].[Na+].[Br:14][CH:15](Br)[CH3:16]. Product: [Br:14][CH2:15][CH2:16][O:11][C:1]1[C:10]2[C:5](=[CH:6][CH:7]=[CH:8][CH:9]=2)[CH:4]=[CH:3][CH:2]=1. The catalyst class is: 6. (6) Reactant: [Cl:1][C:2]1[C:7]([C:8]2[CH:9]=[C:10]3[C:14](=[CH:15][CH:16]=2)[NH:13]N=C3)=[CH:6][CH:5]=[CH:4][N:3]=1.BrC1C=CC2N=[CH:23][S:24]C=2C=1.ClC1C(B2OC(C)(C)C(C)(C)O2)=CC=CN=1.C([O-])([O-])=O.[Na+].[Na+]. Product: [Cl:1][C:2]1[C:7]([C:8]2[CH:16]=[CH:15][C:14]3[N:13]=[CH:23][S:24][C:10]=3[CH:9]=2)=[CH:6][CH:5]=[CH:4][N:3]=1. The catalyst class is: 77.